Dataset: Full USPTO retrosynthesis dataset with 1.9M reactions from patents (1976-2016). Task: Predict the reactants needed to synthesize the given product. (1) Given the product [CH3:1][O:2][C:3]([C:5]1[CH:14]=[CH:13][C:12]2[C:7](=[CH:8][CH:9]=[C:10]([C:15]([CH2:16][CH3:17])([C:20]3[CH:25]=[CH:24][C:23]([O:26][CH:27]([CH2:34][CH3:35])[CH:28]([OH:33])[C:29]([CH3:30])([CH3:31])[CH3:32])=[C:22]([CH3:36])[CH:21]=3)[CH2:18][CH3:19])[CH:11]=2)[CH:6]=1)=[O:4], predict the reactants needed to synthesize it. The reactants are: [CH3:1][O:2][C:3]([C:5]1[CH:14]=[CH:13][C:12]2[C:7](=[CH:8][CH:9]=[C:10]([C:15]([C:20]3[CH:25]=[CH:24][C:23]([O:26][CH:27]([CH2:34][CH3:35])[C:28](=[O:33])[C:29]([CH3:32])([CH3:31])[CH3:30])=[C:22]([CH3:36])[CH:21]=3)([CH2:18][CH3:19])[CH2:16][CH3:17])[CH:11]=2)[CH:6]=1)=[O:4].[BH4-].[Na+].C(Cl)Cl.CCOC(C)=O.C(Cl)Cl. (2) The reactants are: [CH2:1]([S:3]([C:6]1[CH:7]=[CH:8][C:9]2[O:13][C:12]([C:14]3[CH:15]=[C:16]([NH2:20])[CH:17]=[CH:18][CH:19]=3)=[N:11][C:10]=2[CH:21]=1)(=[O:5])=[O:4])[CH3:2].[Cl:22][C:23]1[CH:24]=[C:25]([CH:29]=[C:30]([Cl:32])[CH:31]=1)[C:26](Cl)=[O:27]. Given the product [Cl:22][C:23]1[CH:24]=[C:25]([CH:29]=[C:30]([Cl:32])[CH:31]=1)[C:26]([NH:20][C:16]1[CH:17]=[CH:18][CH:19]=[C:14]([C:12]2[O:13][C:9]3[CH:8]=[CH:7][C:6]([S:3]([CH2:1][CH3:2])(=[O:5])=[O:4])=[CH:21][C:10]=3[N:11]=2)[CH:15]=1)=[O:27], predict the reactants needed to synthesize it. (3) Given the product [CH3:8][C:9]1[CH:18]=[CH:17][C:16]2[C:11](=[CH:12][CH:13]=[CH:14][C:15]=2[N:19]2[CH2:20][CH2:21][N:22]([CH2:25][CH2:26][C:27]3[CH:28]=[C:29]([N:30]4[C:2](=[O:1])[CH2:3][CH2:4][C:5]4=[O:6])[CH:31]=[CH:32][CH:33]=3)[CH2:23][CH2:24]2)[N:10]=1, predict the reactants needed to synthesize it. The reactants are: [O:1]1[C:5](=[O:6])[CH2:4][CH2:3][C:2]1=O.[CH3:8][C:9]1[CH:18]=[CH:17][C:16]2[C:11](=[CH:12][CH:13]=[CH:14][C:15]=2[N:19]2[CH2:24][CH2:23][N:22]([CH2:25][CH2:26][C:27]3[CH:28]=[C:29]([CH:31]=[CH:32][CH:33]=3)[NH2:30])[CH2:21][CH2:20]2)[N:10]=1.CO.Cl. (4) Given the product [N+:3]([C:6]1[CH:10]=[N:9][N:8]([CH2:11][C:12]2[O:16][C:15]([CH:17]=[O:18])=[CH:14][CH:13]=2)[N:7]=1)([O-:5])=[O:4], predict the reactants needed to synthesize it. The reactants are: N#N.[N+:3]([C:6]1[CH:10]=[N:9][N:8]([CH2:11][C:12]2[O:16][C:15]([CH2:17][OH:18])=[CH:14][CH:13]=2)[N:7]=1)([O-:5])=[O:4]. (5) Given the product [CH3:1][C:2](=[CH:21][C:22]1[CH:27]=[CH:26][CH:25]=[CH:24][CH:23]=1)[C:3]([NH:5][C@H:6]([C:17]([OH:19])=[O:18])[CH2:7][C:8]1[C:16]2[C:11](=[CH:12][CH:13]=[CH:14][CH:15]=2)[NH:10][CH:9]=1)=[O:4], predict the reactants needed to synthesize it. The reactants are: [CH3:1][C:2](=[CH:21][C:22]1[CH:27]=[CH:26][CH:25]=[CH:24][CH:23]=1)[C:3]([NH:5][C@H:6]([C:17]([O:19]C)=[O:18])[CH2:7][C:8]1[C:16]2[C:11](=[CH:12][CH:13]=[CH:14][CH:15]=2)[NH:10][CH:9]=1)=[O:4].[OH-].[Na+]. (6) Given the product [Cl:5][C:6]1[CH:11]=[C:10]([C:12]([NH:2][C:3]([NH:24][C:19]2[CH:20]=[CH:21][C:22]([F:23])=[C:17]([F:16])[CH:18]=2)=[S:4])=[O:13])[CH:9]=[C:8]([CH3:15])[N:7]=1, predict the reactants needed to synthesize it. The reactants are: [NH4+].[N:2]#[C:3][S-:4].[Cl:5][C:6]1[CH:11]=[C:10]([C:12](Cl)=[O:13])[CH:9]=[C:8]([CH3:15])[N:7]=1.[F:16][C:17]1[CH:18]=[C:19]([NH2:24])[CH:20]=[CH:21][C:22]=1[F:23].